Task: Predict the reaction yield, written as a fraction of the theoretical maximum amount of product (1.0 means a 100% yield; for example, 0.34 means a 34% yield).. Dataset: Reaction yield outcomes from USPTO patents with 853,638 reactions (1) The reactants are FC1C=C(N)C=CC=1OC1C=CN=C2C=CSC=12.[F:19][C:20]1[CH:21]=[C:22]([NH:46][C:47]([NH:49][C:50](=[O:58])[CH2:51][C:52]2[CH:57]=[CH:56][CH:55]=[CH:54][CH:53]=2)=[S:48])[CH:23]=[CH:24][C:25]=1[O:26][C:27]1[CH:32]=[CH:31][N:30]=[C:29]2[CH:33]=[C:34](C3C=CC(S(C)(=O)=O)=CC=3)[S:35][C:28]=12. No catalyst specified. The product is [F:19][C:20]1[CH:21]=[C:22]([NH:46][C:47]([NH:49][C:50](=[O:58])[CH2:51][C:52]2[CH:53]=[CH:54][CH:55]=[CH:56][CH:57]=2)=[S:48])[CH:23]=[CH:24][C:25]=1[O:26][C:27]1[CH:32]=[CH:31][N:30]=[C:29]2[CH:33]=[CH:34][S:35][C:28]=12. The yield is 0.290. (2) The reactants are C([O:3][C:4]([C:6]1[C:11]([NH:12][C:13]2[CH:18]=[CH:17][C:16]([CH3:19])=[CH:15][C:14]=2[F:20])=[C:10]([CH3:21])[C:9](=[O:22])[N:8]([CH3:23])[C:7]=1[CH2:24]Br)=O)C.[NH3:26]. The catalyst is CO. The yield is 0.460. The product is [F:20][C:14]1[CH:15]=[C:16]([CH3:19])[CH:17]=[CH:18][C:13]=1[NH:12][C:11]1[C:6]2[C:4](=[O:3])[NH:26][CH2:24][C:7]=2[N:8]([CH3:23])[C:9](=[O:22])[C:10]=1[CH3:21]. (3) The reactants are [CH:1]1([S:4]([N:7]2[CH2:12][CH:11]=[C:10]([C:13]3[C:14]4[O:21][C:20]([CH:22]=O)=[CH:19][C:15]=4[CH:16]=[N:17][CH:18]=3)[CH2:9][CH2:8]2)(=[O:6])=[O:5])[CH2:3][CH2:2]1.[CH2:24]1[S:30][C:28](=[O:29])[NH:27][C:25]1=[O:26].NCCC(O)=O. The catalyst is C(O)(=O)C. The product is [CH:1]1([S:4]([N:7]2[CH2:12][CH:11]=[C:10]([C:13]3[C:14]4[O:21][C:20](/[CH:22]=[C:24]5/[C:25](=[O:26])[NH:27][C:28](=[O:29])[S:30]/5)=[CH:19][C:15]=4[CH:16]=[N:17][CH:18]=3)[CH2:9][CH2:8]2)(=[O:5])=[O:6])[CH2:2][CH2:3]1. The yield is 0.490. (4) The reactants are CC(C)([O-])C.[K+].C(S[N:12]=[N:13][C:14]1[CH:15]=[C:16]([CH:20]=[CH:21][C:22]=1[CH3:23])[C:17]([OH:19])=[O:18])(C)(C)C.Cl. The catalyst is CS(C)=O. The product is [NH:13]1[C:14]2[C:22](=[CH:21][CH:20]=[C:16]([C:17]([OH:19])=[O:18])[CH:15]=2)[CH:23]=[N:12]1. The yield is 0.980. (5) No catalyst specified. The product is [CH2:1]([O:8][C:9]1[CH:14]=[CH:13][C:12]([N:15]2[CH:28]=[C:23]([O:24][CH3:25])[C:22](=[O:26])[C:17]([C:18]([O:20][CH3:21])=[O:19])=[N:16]2)=[C:11]([F:27])[CH:10]=1)[C:2]1[CH:3]=[CH:4][CH:5]=[CH:6][CH:7]=1. The reactants are [CH2:1]([O:8][C:9]1[CH:14]=[CH:13][C:12]([NH:15][N:16]=[C:17]([C:22](=[O:26])[CH2:23][O:24][CH3:25])[C:18]([O:20][CH3:21])=[O:19])=[C:11]([F:27])[CH:10]=1)[C:2]1[CH:7]=[CH:6][CH:5]=[CH:4][CH:3]=1.[CH3:28]OC(OC)N(C)C. The yield is 0.930. (6) The reactants are [C:1]([C:3]1[CH:4]=[N:5][CH:6]=[CH:7][CH:8]=1)#[CH:2].[N:9]1[CH:14]=[CH:13][CH:12]=[CH:11][C:10]=1[O:15][CH2:16][C:17]1[CH:22]=[CH:21][C:20]([CH2:23][C:24](Cl)=[N:25][OH:26])=[CH:19][CH:18]=1.C(N(CC)CC)C. The catalyst is O1CCCC1. The product is [N:9]1[CH:14]=[CH:13][CH:12]=[CH:11][C:10]=1[O:15][CH2:16][C:17]1[CH:22]=[CH:21][C:20]([CH2:23][C:24]2[CH:2]=[C:1]([C:3]3[CH:4]=[N:5][CH:6]=[CH:7][CH:8]=3)[O:26][N:25]=2)=[CH:19][CH:18]=1. The yield is 0.240. (7) The reactants are C[O:2][C:3](=O)[CH2:4][C:5]([NH:7][C:8]1[CH:13]=[CH:12][C:11]([O:14][CH2:15][C:16]2[CH:21]=[CH:20][CH:19]=[C:18]([F:22])[CH:17]=2)=[C:10]([O:23][CH3:24])[CH:9]=1)=[O:6].[NH3:26]. The catalyst is CO. The product is [F:22][C:18]1[CH:17]=[C:16]([CH:21]=[CH:20][CH:19]=1)[CH2:15][O:14][C:11]1[CH:12]=[CH:13][C:8]([NH:7][C:5](=[O:6])[CH2:4][C:3]([NH2:26])=[O:2])=[CH:9][C:10]=1[O:23][CH3:24]. The yield is 0.710.